This data is from Reaction yield outcomes from USPTO patents with 853,638 reactions. The task is: Predict the reaction yield, written as a fraction of the theoretical maximum amount of product (1.0 means a 100% yield; for example, 0.34 means a 34% yield). (1) The reactants are Cl[C:2]1[N:17]=[N:16][C:5]2[NH:6][C:7]3[CH:15]=[CH:14][CH:13]=[CH:12][C:8]=3[NH:9][C:10](=[O:11])[C:4]=2[CH:3]=1.[BrH:18]. The catalyst is CCOC(C)=O.[OH-].[Na+]. The product is [Br:18][C:2]1[N:17]=[N:16][C:5]2[NH:6][C:7]3[CH:15]=[CH:14][CH:13]=[CH:12][C:8]=3[NH:9][C:10](=[O:11])[C:4]=2[CH:3]=1. The yield is 0.360. (2) The product is [Cl:25][C:8]1[N:7]2[CH:22]=[C:4]([CH:1]([CH3:3])[CH3:2])[N:5]=[C:6]2[C:11]([C:12]#[N:13])=[C:10]([CH3:14])[C:9]=1[C:15]1[CH:20]=[CH:19][CH:18]=[CH:17][CH:16]=1. No catalyst specified. The yield is 0.690. The reactants are [CH:1]([C:4]1[NH:5][C:6]2[N:7]([CH:22]=1)[C:8](=O)[C:9]([C:15]1[CH:20]=[CH:19][CH:18]=[CH:17][CH:16]=1)=[C:10]([CH3:14])[C:11]=2[C:12]#[N:13])([CH3:3])[CH3:2].P(Cl)(Cl)([Cl:25])=O. (3) The reactants are [CH2:1]([NH:8][C:9]([C:11]1[C:15]2[CH2:16][CH2:17][C:18]3[CH:19]=[N:20][C:21]([NH:24][C:25]4[CH:30]=[CH:29][C:28]([N:31]5[CH2:36][CH2:35][N:34]([CH3:37])[CH2:33][CH2:32]5)=[CH:27][CH:26]=4)=[N:22][C:23]=3[C:14]=2[N:13]([CH3:38])[N:12]=1)=[O:10])[C:2]1[CH:7]=[CH:6][CH:5]=[CH:4][CH:3]=1.ClC1C=C(C(OO)=[O:47])C=CC=1.C([O-])(O)=O.[Na+]. No catalyst specified. The product is [CH2:1]([NH:8][C:9]([C:11]1[C:15]2[CH2:16][CH2:17][C:18]3[CH:19]=[N:20][C:21]([NH:24][C:25]4[CH:26]=[CH:27][C:28]([N:31]5[CH2:32][CH2:33][N+:34]([CH3:37])([O-:47])[CH2:35][CH2:36]5)=[CH:29][CH:30]=4)=[N:22][C:23]=3[C:14]=2[N:13]([CH3:38])[N:12]=1)=[O:10])[C:2]1[CH:3]=[CH:4][CH:5]=[CH:6][CH:7]=1. The yield is 0.660. (4) The reactants are CC([N:5]([C:9]1[CH:10]=[C:11]([C:15]2[CH:20]=[CH:19][C:18]([CH:21]([N:29]([C:31](=[O:46])[CH2:32][N:33]3[C:38]4[CH:39]=[C:40]([Cl:44])[C:41]([Cl:43])=[CH:42][C:37]=4[O:36][CH2:35][C:34]3=[O:45])[CH3:30])[CH2:22][N:23]3[CH2:28][CH2:27][O:26][CH2:25][CH2:24]3)=[CH:17][CH:16]=2)[CH:12]=[CH:13][CH:14]=1)C(=O)[O-])(C)C.FC(F)(F)C(O)=O. The catalyst is ClCCl. The product is [NH2:5][C:9]1[CH:10]=[C:11]([C:15]2[CH:20]=[CH:19][C:18]([CH:21]([N:29]([CH3:30])[C:31](=[O:46])[CH2:32][N:33]3[C:38]4[CH:39]=[C:40]([Cl:44])[C:41]([Cl:43])=[CH:42][C:37]=4[O:36][CH2:35][C:34]3=[O:45])[CH2:22][N:23]3[CH2:24][CH2:25][O:26][CH2:27][CH2:28]3)=[CH:17][CH:16]=2)[CH:12]=[CH:13][CH:14]=1. The yield is 0.500.